Dataset: Peptide-MHC class II binding affinity with 134,281 pairs from IEDB. Task: Regression. Given a peptide amino acid sequence and an MHC pseudo amino acid sequence, predict their binding affinity value. This is MHC class II binding data. The peptide sequence is KSYVKSKLKLLKGSE. The MHC is H-2-IAb with pseudo-sequence H-2-IAb. The binding affinity (normalized) is 0.